From a dataset of Reaction yield outcomes from USPTO patents with 853,638 reactions. Predict the reaction yield, written as a fraction of the theoretical maximum amount of product (1.0 means a 100% yield; for example, 0.34 means a 34% yield). The reactants are [C:1]([C:5]1[CH:9]=[C:8]([NH2:10])[N:7]([C:11]2[CH:16]=[CH:15][N:14]=[CH:13][CH:12]=2)[N:6]=1)([CH3:4])([CH3:3])[CH3:2].Cl[C:18]([O:20][C:21]1[CH:26]=[CH:25][CH:24]=[CH:23][CH:22]=1)=[O:19]. No catalyst specified. The product is [C:1]([C:5]1[CH:9]=[C:8]([NH:10][C:18](=[O:19])[O:20][C:21]2[CH:26]=[CH:25][CH:24]=[CH:23][CH:22]=2)[N:7]([C:11]2[CH:12]=[CH:13][N:14]=[CH:15][CH:16]=2)[N:6]=1)([CH3:4])([CH3:2])[CH3:3]. The yield is 0.230.